From a dataset of Experimentally validated miRNA-target interactions with 360,000+ pairs, plus equal number of negative samples. Binary Classification. Given a miRNA mature sequence and a target amino acid sequence, predict their likelihood of interaction. (1) The miRNA is hsa-miR-7154-3p with sequence AGGAGGACAAGUUGUGGGAU. The protein sequence of the target gene is MNRRRKFLLASVLALQNSSFIYPSCQKCFSRIILVSKRSNCPKCGSTGESGNANYRYKLSLKVAESNKLFVITVFGSCLDTFFGLTATGLHRYIQDPNKIPETLDNDTTQNLLTKAVETCFVGQSFIFGVTNFENQPGQGSDASNFLQQCSDHKRKAKALVACQIVLPDPGIAGFTVIDYFHQLLQTFNFRKLQCDSQAPNNHLLALDHSNSDLSSIYTSDSTSDFFKSCSKDTFSKFWQPSLEFTCIVSQLTDNDDFSASEQSKAFGTLQQNRKSISIAEATGSSSCHDPIQDSWSLVS.... Result: 0 (no interaction). (2) The miRNA is hsa-miR-3136-5p with sequence CUGACUGAAUAGGUAGGGUCAUU. The protein sequence of the target gene is MAATAGGGPGAAAGAVGAGGAAAASGLAVYRRKDGGPASKFWESPDTVSQLDSVRVWLGKHYKKYVHADAPTNKTLAGLVVQLLQFQEDAFGKHVTNPAFTKLPAKCFMDFKAGGTLCHILGAAYKYKNEQGWRRFDLQNPSRMDRNVEMFMNIEKTLVQNNCLTRPNIYLIPDIDLKLANKLKDIIKRHQGTFTDEKSKASHHIYPYPSSQEDEEWLRPVMRRDKQVLVHWGFYPDSYDTWVHSNDVDAEIEDAPIPEKPWKVHVKWILDTDVFNEWMNEEDYEVDENRKPVSFRQRIS.... Result: 0 (no interaction).